From a dataset of Forward reaction prediction with 1.9M reactions from USPTO patents (1976-2016). Predict the product of the given reaction. Given the reactants [CH2:1]([Si:7]([O:14][CH2:15][CH3:16])([O:11][CH2:12][CH3:13])[O:8][CH2:9][CH3:10])[CH2:2][CH2:3][CH:4]([CH3:6])[CH3:5].C[Si](OC)(OC)[O:19]C.[OH-].[K+:26], predict the reaction product. The product is: [CH3:1][Si:7]([O:14][CH3:15])([O:11][CH3:12])[O:8][CH3:9].[CH2:1]([Si:7]([O:14][CH2:15][CH3:16])([O:8][CH2:9][CH3:10])[O:11][CH2:12][CH3:13])[CH2:2][CH2:3][CH:4]([CH3:6])[CH3:5].[OH-:19].[K+:26].